From a dataset of Catalyst prediction with 721,799 reactions and 888 catalyst types from USPTO. Predict which catalyst facilitates the given reaction. Reactant: [CH:1]12[CH:7]([CH2:8][C:9]([OH:11])=[O:10])[CH:4]([CH2:5][CH2:6]1)[CH2:3][CH2:2]2.[CH2:12](OCC)C.C[Si](C=[N+]=[N-])(C)C. Product: [CH3:12][O:10][C:9](=[O:11])[CH2:8][CH:7]1[CH:4]2[CH2:3][CH2:2][CH:1]1[CH2:6][CH2:5]2. The catalyst class is: 5.